Dataset: Catalyst prediction with 721,799 reactions and 888 catalyst types from USPTO. Task: Predict which catalyst facilitates the given reaction. (1) Reactant: [C:1]([C:4]1[C:12]2[C:7](=[CH:8][CH:9]=[CH:10][CH:11]=2)[N:6]([CH2:13][C:14]([OH:16])=O)[N:5]=1)(=[O:3])[NH2:2].FC(F)(F)C(O)=O.[F:24][C:25]1[C:30]([O:31][C:32]([F:35])([F:34])[F:33])=[CH:29][CH:28]=[CH:27][C:26]=1[NH:36][C:37]([C@@H:39]1[CH2:44][C@@H:43]2[C@@H:41]([CH2:42]2)[NH:40]1)=[O:38].CCN(C(C)C)C(C)C.CN(C(ON1N=NC2C=CC=CC1=2)=[N+](C)C)C.F[P-](F)(F)(F)(F)F. Product: [F:24][C:25]1[C:30]([O:31][C:32]([F:35])([F:33])[F:34])=[CH:29][CH:28]=[CH:27][C:26]=1[NH:36][C:37]([C@@H:39]1[CH2:44][C@@H:43]2[C@@H:41]([CH2:42]2)[N:40]1[C:14](=[O:16])[CH2:13][N:6]1[C:7]2[C:12](=[CH:11][CH:10]=[CH:9][CH:8]=2)[C:4]([C:1]([NH2:2])=[O:3])=[N:5]1)=[O:38]. The catalyst class is: 3. (2) Reactant: [CH:1]([Si:4]([CH:13]([CH3:15])[CH3:14])([CH:10]([CH3:12])[CH3:11])[C:5]1[O:6][CH:7]=[CH:8][N:9]=1)([CH3:3])[CH3:2].CCCCCC.C([Li])CCC.C(O[B:31]([O:36][CH:37]([CH3:39])[CH3:38])[O:32][CH:33]([CH3:35])[CH3:34])(C)C.CC(O)(C(C)(O)C)C. Product: [CH3:39][C:37]1([CH3:38])[C:33]([CH3:34])([CH3:35])[O:32][B:31]([C:7]2[O:6][C:5]([Si:4]([CH:1]([CH3:3])[CH3:2])([CH:10]([CH3:12])[CH3:11])[CH:13]([CH3:15])[CH3:14])=[N:9][CH:8]=2)[O:36]1. The catalyst class is: 559. (3) Reactant: [Cl:1][C:2]1[CH:3]=[C:4]([C:8]2[N:9]([CH2:25][C:26]([NH:28][CH:29]([CH3:31])[CH3:30])=[O:27])[C:10](=[O:24])[C:11]3[C:16]([CH:17]=2)=[CH:15][CH:14]=[C:13]([O:18][CH2:19][C@@H:20]([CH3:23])[CH2:21][OH:22])[CH:12]=3)[CH:5]=[CH:6][CH:7]=1.C(N(CC)CC)C.[CH3:39][S:40](Cl)(=[O:42])=[O:41]. Product: [Cl:1][C:2]1[CH:3]=[C:4]([C:8]2[N:9]([CH2:25][C:26](=[O:27])[NH:28][CH:29]([CH3:31])[CH3:30])[C:10](=[O:24])[C:11]3[C:16]([CH:17]=2)=[CH:15][CH:14]=[C:13]([O:18][CH2:19][C@@H:20]([CH3:23])[CH2:21][O:22][S:40]([CH3:39])(=[O:42])=[O:41])[CH:12]=3)[CH:5]=[CH:6][CH:7]=1. The catalyst class is: 124. (4) Reactant: [CH3:1][O:2][CH2:3][CH2:4][NH2:5].Br.[NH2:7][C:8]1[C:13]([CH2:14]Br)=[CH:12][C:11]([Br:16])=[CH:10][N:9]=1.CCN(C(C)C)C(C)C. Product: [NH2:7][C:8]1[C:13]([CH2:14][NH:5][CH2:4][CH2:3][O:2][CH3:1])=[CH:12][C:11]([Br:16])=[CH:10][N:9]=1. The catalyst class is: 2. (5) Reactant: C[Al](C)C.[CH:5]1([C:8]2[C:12]3[CH:13]=[N:14][C:15]([C:17](OCC)=[O:18])=[CH:16][C:11]=3[N:10]([C:22]3[N:27]=[CH:26][C:25]([C:28]4[CH:33]=[CH:32][CH:31]=[CH:30][C:29]=4[F:34])=[CH:24][N:23]=3)[N:9]=2)[CH2:7][CH2:6]1.[NH:35]1[CH2:40][CH2:39][O:38][CH2:37][CH2:36]1. Product: [CH:5]1([C:8]2[C:12]3[CH:13]=[N:14][C:15]([C:17]([N:35]4[CH2:40][CH2:39][O:38][CH2:37][CH2:36]4)=[O:18])=[CH:16][C:11]=3[N:10]([C:22]3[N:27]=[CH:26][C:25]([C:28]4[CH:33]=[CH:32][CH:31]=[CH:30][C:29]=4[F:34])=[CH:24][N:23]=3)[N:9]=2)[CH2:7][CH2:6]1. The catalyst class is: 11. (6) Reactant: [Cl:1][C:2]1[CH:3]=[C:4]([C:25]2[C:26]([CH3:39])=[CH:27][C:28]([O:31][CH2:32][C:33]([CH3:38])([CH3:37])[C:34]([OH:36])=[O:35])=[N:29][CH:30]=2)[CH:5]=[CH:6][C:7]=1[C:8]1[N:9](COCC[Si](C)(C)C)[CH:10]=[C:11]([C:13]([F:16])([F:15])[F:14])[N:12]=1.[OH-].[Na+]. Product: [Cl:1][C:2]1[CH:3]=[C:4]([C:25]2[C:26]([CH3:39])=[CH:27][C:28]([O:31][CH2:32][C:33]([CH3:37])([CH3:38])[C:34]([OH:36])=[O:35])=[N:29][CH:30]=2)[CH:5]=[CH:6][C:7]=1[C:8]1[NH:12][C:11]([C:13]([F:14])([F:16])[F:15])=[CH:10][N:9]=1. The catalyst class is: 574. (7) Reactant: [C:1]([C:3]1[CH:8]=[C:7]([CH2:9][CH2:10][C:11]([O:13][C:14]([CH3:17])([CH3:16])[CH3:15])=[O:12])[CH:6]=[CH:5][N:4]=1)#[N:2].[C:18](OC)(=[O:26])[C:19]1[C:20](=[CH:22][CH:23]=[CH:24][CH:25]=1)[SH:21].C(N(CC)CC)C. Product: [O:26]=[C:18]1[C:19]2[CH:25]=[CH:24][CH:23]=[CH:22][C:20]=2[S:21][C:1]([C:3]2[CH:8]=[C:7]([CH2:9][CH2:10][C:11]([O:13][C:14]([CH3:17])([CH3:16])[CH3:15])=[O:12])[CH:6]=[CH:5][N:4]=2)=[N:2]1. The catalyst class is: 11. (8) Reactant: [F:1][CH:2]1[CH2:8][CH2:7][NH:6][CH2:5][CH2:4][CH:3]1[NH:9][C:10](=[O:16])[O:11][C:12]([CH3:15])([CH3:14])[CH3:13].CCN(C(C)C)C(C)C.Cl[C:27]1[N:31]([CH3:32])[N:30]=[CH:29][C:28]=1[N+:33]([O-:35])=[O:34]. Product: [F:1][CH:2]1[CH2:8][CH2:7][N:6]([C:27]2[N:31]([CH3:32])[N:30]=[CH:29][C:28]=2[N+:33]([O-:35])=[O:34])[CH2:5][CH2:4][CH:3]1[NH:9][C:10](=[O:16])[O:11][C:12]([CH3:13])([CH3:15])[CH3:14]. The catalyst class is: 14. (9) Reactant: [Br:1][C:2]1[CH:3]=[C:4]([C@:9]2([CH3:18])[CH2:14][CH:13](OC)[S:12][C:11]([NH2:17])=[N:10]2)[C:5]([F:8])=[N:6][CH:7]=1.C(Cl)Cl.[OH-].[Na+]. Product: [Br:1][C:2]1[CH:3]=[C:4]([C@:9]2([CH3:18])[CH:14]=[CH:13][S:12][C:11]([NH2:17])=[N:10]2)[C:5]([F:8])=[N:6][CH:7]=1. The catalyst class is: 82.